This data is from Reaction yield outcomes from USPTO patents with 853,638 reactions. The task is: Predict the reaction yield, written as a fraction of the theoretical maximum amount of product (1.0 means a 100% yield; for example, 0.34 means a 34% yield). (1) The reactants are [C:1]([O:5][CH2:6][CH3:7])(=[O:4])[CH:2]=[CH2:3].B(F)(F)F.CCOCC.[CH:17]1[CH2:21][CH:20]=[CH:19][CH:18]=1.C1C2C3C=CC(C2C=C1)C3.S(=O)(=O)(O)O. The catalyst is C1(C)C=CC=CC=1. The product is [CH3:3][CH:2]([C:1]([O:5][CH2:6][CH3:7])=[O:4])[CH2:20][CH2:21][CH:17]=[CH:18][CH3:19]. The yield is 0.900. (2) The reactants are [CH2:1]([O:3][C:4](=[O:12])[CH:5]([C:10]#[N:11])[NH:6][C:7](=O)[CH3:8])[CH3:2].COC1C=CC(P2(=S)SP(=S)(C3C=CC(OC)=CC=3)[S:22]2)=CC=1. The catalyst is C1(C)C=CC=CC=1. The product is [CH2:1]([O:3][C:4]([C:5]1[N:6]=[C:7]([CH3:8])[S:22][C:10]=1[NH2:11])=[O:12])[CH3:2]. The yield is 0.505. (3) The reactants are [Cl:1][C:2]1[CH:7]=[C:6]2[NH:8][C:9](=[O:32])[C:10]3([CH:15]([C:16]4[CH:21]=[CH:20][CH:19]=[C:18]([Cl:22])[CH:17]=4)[CH2:14][C:13](=O)[NH:12][CH:11]3[C:24]3[CH:29]=[CH:28][C:27]([F:30])=[C:26]([F:31])[CH:25]=3)[C:5]2=[CH:4][CH:3]=1.[BH4-].[Na+]. The catalyst is CO. The product is [Cl:1][C:2]1[CH:7]=[C:6]2[NH:8][C:9](=[O:32])[C:10]3([CH:15]([C:16]4[CH:21]=[CH:20][CH:19]=[C:18]([Cl:22])[CH:17]=4)[CH2:14][CH2:13][NH:12][CH:11]3[C:24]3[CH:29]=[CH:28][C:27]([F:30])=[C:26]([F:31])[CH:25]=3)[C:5]2=[CH:4][CH:3]=1. The yield is 0.321. (4) The reactants are [C:1]([C:4]1[CH:5]=[C:6]([C:10]2[N:11]=[C:12]([CH2:15][N:16]3[CH:20]=[C:19]([C:21]([O:23]CC)=[O:22])[CH:18]=[N:17]3)[S:13][CH:14]=2)[CH:7]=[CH:8][CH:9]=1)(=[O:3])[CH3:2].[OH-].[Na+].Cl. The catalyst is C(O)C.O1CCCC1.[Cl-].[Na+].O. The product is [C:1]([C:4]1[CH:5]=[C:6]([C:10]2[N:11]=[C:12]([CH2:15][N:16]3[CH:20]=[C:19]([C:21]([OH:23])=[O:22])[CH:18]=[N:17]3)[S:13][CH:14]=2)[CH:7]=[CH:8][CH:9]=1)(=[O:3])[CH3:2]. The yield is 0.840. (5) The reactants are Br[CH2:2][CH2:3][CH:4]=[C:5]1[C:11]2[CH:12]=[CH:13][CH:14]=[N:15][C:10]=2[CH2:9][O:8][C:7]2[CH:16]=[CH:17][C:18]([C:20]([OH:23])([CH3:22])[CH3:21])=[CH:19][C:6]1=2.[Cl:24][C:25]1[CH:30]=[CH:29][C:28]([N:31]2[CH2:36][CH2:35][NH:34][CH2:33][CH:32]2[CH3:37])=[CH:27][CH:26]=1.[I-].[K+]. The catalyst is C(O)(C)C. The product is [Cl:24][C:25]1[CH:26]=[CH:27][C:28]([N:31]2[CH2:36][CH2:35][N:34]([CH2:2][CH2:3][CH:4]=[C:5]3[C:11]4[CH:12]=[CH:13][CH:14]=[N:15][C:10]=4[CH2:9][O:8][C:7]4[CH:16]=[CH:17][C:18]([C:20]([OH:23])([CH3:22])[CH3:21])=[CH:19][C:6]3=4)[CH2:33][CH:32]2[CH3:37])=[CH:29][CH:30]=1. The yield is 0.690. (6) The reactants are S(=O)(=O)(O)O.N([O-])=O.[Na+].[PH2](O)=O.[NH2:13][C:14]1[C:18]2[CH:19]=[C:20]3[C:25]4([C:33]5[C:28](=[CH:29][CH:30]=[CH:31][CH:32]=5)[N:27]([CH2:34][C@H:35]5[CH2:39][CH2:38][CH2:37][O:36]5)[C:26]4=[O:40])[CH2:24][O:23][C:21]3=[CH:22][C:17]=2[O:16]N=1. The catalyst is O.C(O)(=O)C.C(O)C.C(OCC)(=O)C. The product is [OH:16][C:17]1[C:18]([C:14]#[N:13])=[CH:19][C:20]2[C:25]3([CH2:24][O:23][C:21]=2[CH:22]=1)[C:33]1[C:28](=[CH:29][CH:30]=[CH:31][CH:32]=1)[N:27]([CH2:34][C@H:35]1[CH2:39][CH2:38][CH2:37][O:36]1)[C:26]3=[O:40]. The yield is 0.570. (7) The reactants are [SH2:1].[O-]CC.[Na+].[Si:6]([CH2:16][CH2:17][CH2:18][NH:19][C:20]([NH:22][CH2:23][CH2:24]Cl)=[O:21])([O:13][CH2:14][CH3:15])([O:10][CH2:11][CH3:12])[O:7][CH2:8][CH3:9]. The catalyst is C(O)C. The product is [Si:6]([CH2:16][CH2:17][CH2:18][NH:19][C:20]([NH:22][CH2:23][CH2:24][SH:1])=[O:21])([O:13][CH2:14][CH3:15])([O:10][CH2:11][CH3:12])[O:7][CH2:8][CH3:9]. The yield is 0.979. (8) The reactants are Cl[CH2:2][C@H:3]([OH:30])[CH2:4][NH:5][C:6]([C:8]1[CH:9]=[N:10][N:11]2[CH:16]=[CH:15][C:14]([N:17]3[CH2:21][CH2:20][CH2:19][C@@H:18]3[C:22]3[C:23](=[O:29])[NH:24][CH:25]=[C:26]([F:28])[CH:27]=3)=[N:13][C:12]=12)=[O:7].C([O-])([O-])=O.[Cs+].[Cs+]. The catalyst is CN(C=O)C. The product is [F:28][C:26]1[CH:27]=[C:22]2[C:23](=[N:24][CH:25]=1)[O:29][CH2:2][C@H:3]([OH:30])[CH2:4][NH:5][C:6](=[O:7])[C:8]1=[C:12]3[N:13]=[C:14]([CH:15]=[CH:16][N:11]3[N:10]=[CH:9]1)[N:17]1[C@@H:18]2[CH2:19][CH2:20][CH2:21]1. The yield is 0.360. (9) The reactants are C1C=C(Cl)C=C(C(OO)=[O:9])C=1.[N:12]1([C:17]([O:19][C:20]([CH3:23])([CH3:22])[CH3:21])=[O:18])[CH2:16][CH:15]=[CH:14][CH2:13]1. The catalyst is C(Cl)Cl. The product is [O:9]1[CH:15]2[CH:14]1[CH2:13][N:12]([C:17]([O:19][C:20]([CH3:23])([CH3:22])[CH3:21])=[O:18])[CH2:16]2. The yield is 0.610.